Dataset: NCI-60 drug combinations with 297,098 pairs across 59 cell lines. Task: Regression. Given two drug SMILES strings and cell line genomic features, predict the synergy score measuring deviation from expected non-interaction effect. (1) Drug 1: COC1=CC(=CC(=C1O)OC)C2C3C(COC3=O)C(C4=CC5=C(C=C24)OCO5)OC6C(C(C7C(O6)COC(O7)C8=CC=CS8)O)O. Synergy scores: CSS=61.3, Synergy_ZIP=-4.76, Synergy_Bliss=-1.56, Synergy_Loewe=-0.719, Synergy_HSA=1.90. Drug 2: CCC1=C2CN3C(=CC4=C(C3=O)COC(=O)C4(CC)O)C2=NC5=C1C=C(C=C5)O. Cell line: NCIH23. (2) Drug 1: C1CCC(CC1)NC(=O)N(CCCl)N=O. Drug 2: CC1CCCC2(C(O2)CC(NC(=O)CC(C(C(=O)C(C1O)C)(C)C)O)C(=CC3=CSC(=N3)C)C)C. Cell line: U251. Synergy scores: CSS=26.2, Synergy_ZIP=-8.13, Synergy_Bliss=-0.0555, Synergy_Loewe=0.405, Synergy_HSA=0.612. (3) Drug 1: COC1=C(C=C2C(=C1)N=CN=C2NC3=CC(=C(C=C3)F)Cl)OCCCN4CCOCC4. Drug 2: B(C(CC(C)C)NC(=O)C(CC1=CC=CC=C1)NC(=O)C2=NC=CN=C2)(O)O. Cell line: LOX IMVI. Synergy scores: CSS=4.04, Synergy_ZIP=-4.38, Synergy_Bliss=-4.48, Synergy_Loewe=-2.00, Synergy_HSA=-2.31.